The task is: Regression. Given a peptide amino acid sequence and an MHC pseudo amino acid sequence, predict their binding affinity value. This is MHC class I binding data.. This data is from Peptide-MHC class I binding affinity with 185,985 pairs from IEDB/IMGT. The binding affinity (normalized) is 1.00. The MHC is HLA-B18:01 with pseudo-sequence HLA-B18:01. The peptide sequence is WENGFKVVL.